This data is from Catalyst prediction with 721,799 reactions and 888 catalyst types from USPTO. The task is: Predict which catalyst facilitates the given reaction. (1) Reactant: [Cl:1][C:2]1[CH:3]=[N:4][N:5]2[CH:10]=[CH:9][C:8]([NH:11]C(=O)C(F)(F)F)=[CH:7][C:6]=12.C([O-])([O-])=O.[K+].[K+]. Product: [Cl:1][C:2]1[CH:3]=[N:4][N:5]2[CH:10]=[CH:9][C:8]([NH2:11])=[CH:7][C:6]=12. The catalyst class is: 24. (2) Reactant: [F:1][C:2]1[CH:10]=[CH:9][C:8]([I:11])=[CH:7][C:3]=1[C:4](O)=[O:5].C(Cl)(=O)C([Cl:15])=O. Product: [F:1][C:2]1[CH:10]=[CH:9][C:8]([I:11])=[CH:7][C:3]=1[C:4]([Cl:15])=[O:5]. The catalyst class is: 59. (3) Reactant: CON(C)[C:4]([CH:6]1[CH2:9][N:8]([C:10]([O:12][C:13]([CH3:16])([CH3:15])[CH3:14])=[O:11])[CH2:7]1)=[O:5].O1CCC[CH2:19]1.O1CCCC1.C[Mg]Cl. Product: [C:4]([CH:6]1[CH2:7][N:8]([C:10]([O:12][C:13]([CH3:14])([CH3:15])[CH3:16])=[O:11])[CH2:9]1)(=[O:5])[CH3:19]. The catalyst class is: 28.